Dataset: Hepatocyte clearance measurements from AstraZeneca. Task: Regression/Classification. Given a drug SMILES string, predict its absorption, distribution, metabolism, or excretion properties. Task type varies by dataset: regression for continuous measurements (e.g., permeability, clearance, half-life) or binary classification for categorical outcomes (e.g., BBB penetration, CYP inhibition). For this dataset (clearance_hepatocyte_az), we predict log10(clearance) (log10 of the in vitro intrinsic clearance, CLint, in uL/min per 10^6 hepatocytes; values are censored to the assay range of 3 to 150, which is 0.477 to 2.18 on this log10 scale). (1) The molecule is Cc1c(Cc2ccc3ccccc3n2)c2cc(F)ccc2n1CC(=O)O. The log10(clearance) is 0.610. (2) The molecule is O=C(Nc1cccc(-c2nnn[nH]2)c1)c1cc(O)cc(C(F)(F)F)c1. The log10(clearance) is 1.47. (3) The molecule is C[C@]12CC[C@H]3[C@@H](CC=C4C[C@@H](O)CC[C@@]43C)[C@@H]1CC=C2c1cccnc1. The log10(clearance) is 1.74. (4) The log10(clearance) is 2.16. The molecule is CCCCNc1cc(C(=O)O)cc(S(N)(=O)=O)c1Oc1ccccc1. (5) The molecule is Oc1nc2c(O)ccc(CCNCCOCCCOCCc3ccccc3)c2s1. The log10(clearance) is 2.18.